This data is from Full USPTO retrosynthesis dataset with 1.9M reactions from patents (1976-2016). The task is: Predict the reactants needed to synthesize the given product. (1) Given the product [CH3:7][C:8]([N:3]1[CH2:4][CH2:5][CH2:6][CH:2]1[CH3:1])([CH3:10])[C:15]#[N:14], predict the reactants needed to synthesize it. The reactants are: [CH3:1][CH:2]1[CH2:6][CH2:5][CH2:4][NH:3]1.[CH3:7][C:8]([CH3:10])=O.[C-]#N.[K+].[N-:14]=[C:15]=O. (2) Given the product [CH3:20][N:21]([CH3:31])[C:22]1[CH:23]=[C:24]([CH:28]=[CH:29][CH:30]=1)[C:25]([NH:13][C:7]1[C:6]2[C:10](=[CH:11][CH:12]=[C:4]([N+:1]([O-:3])=[O:2])[CH:5]=2)[NH:9][N:8]=1)=[O:26], predict the reactants needed to synthesize it. The reactants are: [N+:1]([C:4]1[CH:5]=[C:6]2[C:10](=[CH:11][CH:12]=1)[NH:9][N:8]=[C:7]2[NH2:13])([O-:3])=[O:2].N1C=CC=CC=1.[CH3:20][N:21]([CH3:31])[C:22]1[CH:23]=[C:24]([CH:28]=[CH:29][CH:30]=1)[C:25](Cl)=[O:26]. (3) Given the product [C:2]([C:7]1[O:11][C:10]([CH2:12][N:13]2[CH:17]=[CH:16][C:15]([NH:18][C:29](=[O:30])/[CH:28]=[CH:27]/[C:24]3[CH:23]=[CH:22][C:21]([C:20]([F:32])([F:33])[F:19])=[CH:26][CH:25]=3)=[N:14]2)=[CH:9][CH:8]=1)(=[O:6])[CH3:1], predict the reactants needed to synthesize it. The reactants are: [CH3:1][C:2]1([C:7]2[O:11][C:10]([CH2:12][N:13]3[CH:17]=[CH:16][C:15]([NH2:18])=[N:14]3)=[CH:9][CH:8]=2)[O:6]CCO1.[F:19][C:20]([F:33])([F:32])[C:21]1[CH:26]=[CH:25][C:24](/[CH:27]=[CH:28]/[C:29](O)=[O:30])=[CH:23][CH:22]=1.